Dataset: Full USPTO retrosynthesis dataset with 1.9M reactions from patents (1976-2016). Task: Predict the reactants needed to synthesize the given product. (1) Given the product [CH3:1][C:2]1[N:3]=[C:4]2[CH:9]=[CH:8][C:7]([CH3:10])=[N:6][N:5]2[C:11]=1[C:13]1[S:17][C:16]([C:18]2[CH:23]=[CH:22][CH:21]=[C:20]([CH3:24])[N:19]=2)=[CH:15][C:14]=1[CH3:25], predict the reactants needed to synthesize it. The reactants are: [CH3:1][C:2]1[N:3]=[C:4]2[CH:9]=[CH:8][C:7]([CH3:10])=[N:6][N:5]2[CH:11]=1.Br[C:13]1[S:17][C:16]([C:18]2[CH:23]=[CH:22][CH:21]=[C:20]([CH3:24])[N:19]=2)=[CH:15][C:14]=1[CH3:25].C([O-])([O-])=O.[Cs+].[Cs+].N#N.C1C=CC(P(C2C=CC=CC=2)C2C=CC=CC=2)=CC=1. (2) Given the product [CH3:11][C:8]1[CH:9]=[N:10][C:2]([NH:29][CH:26]2[CH2:27][CH2:28][S:23][CH2:24][CH2:25]2)=[C:3]([CH:7]=1)[C:4]([OH:6])=[O:5], predict the reactants needed to synthesize it. The reactants are: Cl[C:2]1[N:10]=[CH:9][C:8]([CH3:11])=[CH:7][C:3]=1[C:4]([OH:6])=[O:5].C([O-])([O-])=O.[K+].[K+].CN(C=O)C.[S:23]1[CH2:28][CH2:27][CH:26]([NH2:29])[CH2:25][CH2:24]1. (3) Given the product [Br:6][C:7]1[S:15][C:14]2[CH:13]=[CH:12][N:11]=[C:10]([Cl:3])[C:9]=2[CH:8]=1, predict the reactants needed to synthesize it. The reactants are: P(Cl)(Cl)([Cl:3])=O.[Br:6][C:7]1[S:15][C:14]2[CH:13]=[CH:12][NH:11][C:10](=O)[C:9]=2[CH:8]=1.